This data is from Forward reaction prediction with 1.9M reactions from USPTO patents (1976-2016). The task is: Predict the product of the given reaction. The product is: [Cl:11][C:10]1[CH:9]=[C:8]2[C:4]([C:5]([C:12]([OH:14])=[O:13])=[N:6][NH:7]2)=[CH:3][C:2]=1[C:20]1[CH:21]=[CH:22][C:17]([O:16][CH3:15])=[CH:18][CH:19]=1. Given the reactants Br[C:2]1[CH:3]=[C:4]2[C:8](=[CH:9][C:10]=1[Cl:11])[NH:7][N:6]=[C:5]2[C:12]([OH:14])=[O:13].[CH3:15][O:16][C:17]1[CH:22]=[CH:21][C:20](B(O)O)=[CH:19][CH:18]=1.C(=O)([O-])[O-].[K+].[K+], predict the reaction product.